This data is from Reaction yield outcomes from USPTO patents with 853,638 reactions. The task is: Predict the reaction yield, written as a fraction of the theoretical maximum amount of product (1.0 means a 100% yield; for example, 0.34 means a 34% yield). (1) No catalyst specified. The yield is 0.150. The reactants are Cl[C:2]1[C:7]([CH:8]=[CH:9][C:10]([NH:12][CH2:13][C:14]2[CH:19]=[C:18]([F:20])[C:17]([NH:21][S:22]([CH3:25])(=[O:24])=[O:23])=[C:16]([C:26]#[CH:27])[CH:15]=2)=[O:11])=[CH:6][CH:5]=[C:4]([C:28]([F:31])([F:30])[F:29])[N:3]=1.[CH3:32][N:33]1[CH2:38][CH2:37][NH:36][CH2:35][CH2:34]1. The product is [C:26]([C:16]1[CH:15]=[C:14]([CH:19]=[C:18]([F:20])[C:17]=1[NH:21][S:22]([CH3:25])(=[O:24])=[O:23])[CH2:13][NH:12][C:10](=[O:11])[CH:9]=[CH:8][C:7]1[C:2]([N:36]2[CH2:37][CH2:38][N:33]([CH3:32])[CH2:34][CH2:35]2)=[N:3][C:4]([C:28]([F:31])([F:30])[F:29])=[CH:5][CH:6]=1)#[CH:27]. (2) The reactants are [NH2:1][CH2:2][CH2:3][O:4][C:5]1[CH:10]=[CH:9][C:8]([C:11]2[N:12]([CH2:24][CH3:25])[C:13]3[C:18]([C:19]=2[C:20]#[N:21])=[CH:17][CH:16]=[C:15]([O:22][CH3:23])[CH:14]=3)=[CH:7][CH:6]=1.[CH2:26]([N:28]=[C:29]=[O:30])[CH3:27]. The catalyst is N1C=CC=CC=1. The product is [C:20]([C:19]1[C:18]2[C:13](=[CH:14][C:15]([O:22][CH3:23])=[CH:16][CH:17]=2)[N:12]([CH2:24][CH3:25])[C:11]=1[C:8]1[CH:9]=[CH:10][C:5]([O:4][CH2:3][CH2:2][NH:1][C:29]([NH:28][CH2:26][CH3:27])=[O:30])=[CH:6][CH:7]=1)#[N:21]. The yield is 0.930. (3) The reactants are [NH2:1][C:2]1[CH:10]=[C:9]([O:11][CH2:12][C:13]2[CH:18]=[CH:17][CH:16]=[CH:15][CH:14]=2)[C:8]([O:19][CH3:20])=[CH:7][C:3]=1[C:4]([NH2:6])=[O:5].[CH3:21]N(C=NC=[N+](C)C)C.[Cl-].C([O-])(=O)C.[Na+].C(O)(=O)C. The catalyst is O1CCOCC1. The product is [CH2:12]([O:11][C:9]1[CH:10]=[C:2]2[C:3]([C:4](=[O:5])[NH:6][CH:21]=[N:1]2)=[CH:7][C:8]=1[O:19][CH3:20])[C:13]1[CH:14]=[CH:15][CH:16]=[CH:17][CH:18]=1. The yield is 0.840.